Dataset: Forward reaction prediction with 1.9M reactions from USPTO patents (1976-2016). Task: Predict the product of the given reaction. (1) Given the reactants [Cl:1][C:2]1[C:11]([CH:12]=O)=[CH:10][C:9]2[C:4](=[CH:5][CH:6]=[CH:7][CH:8]=2)[N:3]=1.[NH3:14].O.II.O.C1[CH2:23][O:22]CC1, predict the reaction product. The product is: [Cl:1][C:2]1[C:11]([C:12]#[N:14])=[CH:10][C:9]2[C:4](=[CH:5][CH:6]=[C:7]([O:22][CH3:23])[CH:8]=2)[N:3]=1. (2) Given the reactants [C:1]1([S:7][C:8]([S:11](F)(=[O:13])=[O:12])([F:10])[F:9])[CH:6]=[CH:5][CH:4]=[CH:3][CH:2]=1.[CH2:15]([NH2:22])[C:16]1[CH:21]=[CH:20][CH:19]=[CH:18][CH:17]=1.Cl, predict the reaction product. The product is: [CH2:15]([NH:22][S:11]([C:8]([F:10])([F:9])[S:7][C:1]1[CH:6]=[CH:5][CH:4]=[CH:3][CH:2]=1)(=[O:13])=[O:12])[C:16]1[CH:21]=[CH:20][CH:19]=[CH:18][CH:17]=1.